Dataset: Full USPTO retrosynthesis dataset with 1.9M reactions from patents (1976-2016). Task: Predict the reactants needed to synthesize the given product. (1) Given the product [CH2:1]([NH:3][C:4]1[C:13]([CH3:14])=[CH:12][C:11]2[C:6](=[CH:7][CH:8]=[C:9]([NH2:15])[CH:10]=2)[N:5]=1)[CH3:2], predict the reactants needed to synthesize it. The reactants are: [CH2:1]([NH:3][C:4]1[C:13]([CH3:14])=[CH:12][C:11]2[C:6](=[CH:7][CH:8]=[C:9]([N+:15]([O-])=O)[CH:10]=2)[N:5]=1)[CH3:2]. (2) Given the product [CH3:1][O:2][C:3]1[CH:4]=[C:5]2[C:10](=[CH:11][C:12]=1[O:13][CH3:14])[N:9]=[CH:8][CH:7]=[C:6]2[O:15][C:16]1[CH:22]=[CH:21][C:19]([NH:20][C:34]([NH:50][CH:48]([C:46]2[S:47][C:43]([CH3:42])=[CH:44][N:45]=2)[CH3:49])=[O:40])=[CH:18][CH:17]=1, predict the reactants needed to synthesize it. The reactants are: [CH3:1][O:2][C:3]1[CH:4]=[C:5]2[C:10](=[CH:11][C:12]=1[O:13][CH3:14])[N:9]=[CH:8][CH:7]=[C:6]2[O:15][C:16]1[CH:22]=[CH:21][C:19]([NH2:20])=[CH:18][CH:17]=1.C(N(CC)CC)C.ClC(Cl)(O[C:34](=[O:40])OC(Cl)(Cl)Cl)Cl.[CH3:42][C:43]1[S:47][C:46]([CH:48]([NH2:50])[CH3:49])=[N:45][CH:44]=1. (3) Given the product [C:1]12([C:11]3[O:12][N:27]=[C:25]([C:24]4[CH:29]=[CH:30][C:21]([Cl:20])=[CH:22][CH:23]=4)[N:26]=3)[CH2:2][CH:3]3[CH2:4][CH:5]([CH2:6][CH:7]([CH2:9]3)[CH2:8]1)[CH2:10]2, predict the reactants needed to synthesize it. The reactants are: [C:1]12([C:11](Cl)=[O:12])[CH2:10][CH:5]3[CH2:6][CH:7]([CH2:9][CH:3]([CH2:4]3)[CH2:2]1)[CH2:8]2.N1C=CC=CC=1.[Cl:20][C:21]1[CH:30]=[CH:29][C:24]([C:25](=[N:27]O)[NH2:26])=[CH:23][CH:22]=1. (4) The reactants are: [F:1][C:2]([F:12])([F:11])[C:3]1[CH:4]=[C:5]([CH:8]=[CH:9][CH:10]=1)[CH2:6][NH2:7].[C:13]([C:15]1[CH:16]=[C:17]([NH:21][C:22](=[O:34])[NH:23][C:24]2[CH:29]=[CH:28][C:27]([S:30](Cl)(=[O:32])=[O:31])=[CH:26][CH:25]=2)[CH:18]=[CH:19][CH:20]=1)#[N:14].C(N(CC)CC)C. Given the product [C:13]([C:15]1[CH:16]=[C:17]([NH:21][C:22](=[O:34])[NH:23][C:24]2[CH:29]=[CH:28][C:27]([S:30]([NH:7][CH2:6][C:5]3[CH:8]=[CH:9][CH:10]=[C:3]([C:2]([F:11])([F:12])[F:1])[CH:4]=3)(=[O:31])=[O:32])=[CH:26][CH:25]=2)[CH:18]=[CH:19][CH:20]=1)#[N:14], predict the reactants needed to synthesize it. (5) Given the product [NH2:13][C:11]1[CH:10]=[C:9]([N:16]2[CH:20]=[C:19]([C:21]([O:23][CH3:24])=[O:22])[N:18]=[CH:17]2)[CH:8]=[C:7]([N:1]2[CH2:2][CH2:3][O:4][CH2:5][CH2:6]2)[CH:12]=1, predict the reactants needed to synthesize it. The reactants are: [N:1]1([C:7]2[CH:8]=[C:9]([N:16]3[CH:20]=[C:19]([C:21]([O:23][CH3:24])=[O:22])[N:18]=[CH:17]3)[CH:10]=[C:11]([N+:13]([O-])=O)[CH:12]=2)[CH2:6][CH2:5][O:4][CH2:3][CH2:2]1. (6) Given the product [F:1][C:2]1[CH:3]=[CH:4][C:5]([N:8]([CH2:26][CH2:27][N:28]2[CH2:32][CH2:31][CH2:30][CH2:29]2)[C:9]2[S:10][CH:11]=[CH:12][N:13]=2)=[CH:6][CH:7]=1, predict the reactants needed to synthesize it. The reactants are: [F:1][C:2]1[CH:7]=[CH:6][C:5]([NH:8][C:9]2[S:10][CH:11]=[CH:12][N:13]=2)=[CH:4][CH:3]=1.C[Si]([N-][Si](C)(C)C)(C)C.[Na+].Cl.Cl[CH2:26][CH2:27][N:28]1[CH2:32][CH2:31][CH2:30][CH2:29]1.CCOC(C)=O. (7) Given the product [Cl:18][C:16]([Cl:19])=[CH:17][C:4]([C:3]1[C:2]([Cl:1])=[N:10][C:9]([Cl:11])=[CH:8][CH:7]=1)=[O:5], predict the reactants needed to synthesize it. The reactants are: [Cl:1][C:2]1[N:10]=[C:9]([Cl:11])[CH:8]=[CH:7][C:3]=1[C:4](Cl)=[O:5].[Al+3].[Cl-].[Cl-].[Cl-].[C:16]([Cl:19])([Cl:18])=[CH2:17].Cl. (8) The reactants are: [NH2:1][C:2]1[CH:3]=[C:4]([Cl:10])[C:5](=[O:9])[N:6]([CH3:8])[CH:7]=1.[Cl:11][C:12]1[CH:19]=[CH:18][C:15]([CH:16]=O)=[CH:14][CH:13]=1.[O:20]=[C:21]([CH2:27][C:28](=[O:30])[CH3:29])[C:22](OCC)=[O:23]. Given the product [C:28]([C:27]1[CH:16]([C:15]2[CH:18]=[CH:19][C:12]([Cl:11])=[CH:13][CH:14]=2)[N:1]([C:2]2[CH:3]=[C:4]([Cl:10])[C:5](=[O:9])[N:6]([CH3:8])[CH:7]=2)[C:22](=[O:23])[C:21]=1[OH:20])(=[O:30])[CH3:29], predict the reactants needed to synthesize it.